This data is from Forward reaction prediction with 1.9M reactions from USPTO patents (1976-2016). The task is: Predict the product of the given reaction. (1) Given the reactants [CH2:1]([O:3][C:4](=[O:18])[C:5]([C:16]#[N:17])([CH3:15])[C:6]1[CH:11]=[CH:10][C:9]([N+:12]([O-])=O)=[CH:8][CH:7]=1)[CH3:2], predict the reaction product. The product is: [CH2:1]([O:3][C:4](=[O:18])[C:5]([C:6]1[CH:7]=[CH:8][C:9]([NH2:12])=[CH:10][CH:11]=1)([C:16]#[N:17])[CH3:15])[CH3:2]. (2) Given the reactants O[N:2]1[C:6]2[CH:7]=CC=[CH:10][C:5]=2N=N1.[C@H](N)(CC)C.Cl.C(N=C=NCCCN(C)C)C.[Br:28][C:29]1[CH:30]=[CH:31][C:32]([Cl:48])=[C:33]([C:35]2[C:44]3[C:39](=[CH:40][CH:41]=[CH:42][CH:43]=3)[CH:38]=[C:37]([C:45](O)=[O:46])[N:36]=2)[CH:34]=1, predict the reaction product. The product is: [Br:28][C:29]1[CH:30]=[CH:31][C:32]([Cl:48])=[C:33]([C:35]2[C:44]3[C:39](=[CH:40][CH:41]=[CH:42][CH:43]=3)[CH:38]=[C:37]([C:45]([NH:2][C@H:6]([CH3:7])[CH2:5][CH3:10])=[O:46])[N:36]=2)[CH:34]=1. (3) The product is: [Cl:11][C:8]1[CH:9]=[CH:10][C:5]2[N:6]([C:2]([C:22]3[CH:23]=[CH:24][C:19]([Cl:18])=[CH:20][CH:21]=3)=[CH:3][N:4]=2)[N:7]=1. Given the reactants Br[C:2]1[N:6]2[N:7]=[C:8]([Cl:11])[CH:9]=[CH:10][C:5]2=[N:4][CH:3]=1.C([O-])([O-])=O.[Na+].[Na+].[Cl:18][C:19]1[CH:24]=[CH:23][C:22](B(O)O)=[CH:21][CH:20]=1, predict the reaction product. (4) Given the reactants [NH2:1][C:2]1[CH:7]=[CH:6][C:5]([CH2:8][CH2:9][OH:10])=[CH:4][CH:3]=1.[CH3:11][CH:12]([CH3:21])[C:13](O[C:13](=[O:14])[CH:12]([CH3:21])[CH3:11])=[O:14], predict the reaction product. The product is: [OH:10][CH2:9][CH2:8][C:5]1[CH:6]=[CH:7][C:2]([NH:1][C:13](=[O:14])[CH:12]([CH3:21])[CH3:11])=[CH:3][CH:4]=1.